Dataset: Peptide-MHC class II binding affinity with 134,281 pairs from IEDB. Task: Regression. Given a peptide amino acid sequence and an MHC pseudo amino acid sequence, predict their binding affinity value. This is MHC class II binding data. The peptide sequence is EKKYFAATQCEPLAA. The MHC is HLA-DPA10103-DPB10401 with pseudo-sequence HLA-DPA10103-DPB10401. The binding affinity (normalized) is 0.670.